This data is from Reaction yield outcomes from USPTO patents with 853,638 reactions. The task is: Predict the reaction yield, written as a fraction of the theoretical maximum amount of product (1.0 means a 100% yield; for example, 0.34 means a 34% yield). (1) The reactants are [Br:1][C:2]1[CH:3]=[C:4]([NH:10][C:11]2[N:12]=[CH:13][C:14]([N:17]3[CH2:22][CH2:21][N:20](C(OC(C)(C)C)=O)[CH2:19][CH2:18]3)=[N:15][CH:16]=2)[C:5](=[O:9])[N:6]([CH3:8])[CH:7]=1. The catalyst is Cl.O1CCOCC1. The product is [Br:1][C:2]1[CH:3]=[C:4]([NH:10][C:11]2[CH:16]=[N:15][C:14]([N:17]3[CH2:18][CH2:19][NH:20][CH2:21][CH2:22]3)=[CH:13][N:12]=2)[C:5](=[O:9])[N:6]([CH3:8])[CH:7]=1. The yield is 0.980. (2) The reactants are [CH3:1][C:2]1[CH:6]=[C:5]([CH3:7])[N:4]([CH:8]([CH3:12])[C:9](Cl)=[O:10])[N:3]=1.[O:13]=[C:14]1[CH2:19][CH2:18][N:17]([C:20]([O:22][C:23]([CH3:26])([CH3:25])[CH3:24])=[O:21])[CH2:16][CH2:15]1. No catalyst specified. The product is [CH3:1][C:2]1[CH:6]=[C:5]([CH3:7])[N:4]([CH:8]([CH3:12])[C:9]([CH:19]2[C:14](=[O:13])[CH2:15][CH2:16][N:17]([C:20]([O:22][C:23]([CH3:26])([CH3:25])[CH3:24])=[O:21])[CH2:18]2)=[O:10])[N:3]=1. The yield is 0.239. (3) The reactants are [Cl:1][C:2]1[CH:7]=[C:6]([N:8]2[CH2:13][CH2:12][N:11]([CH3:14])[CH2:10][CH2:9]2)[C:5]([N+:15]([O-])=O)=[CH:4][N:3]=1. The catalyst is CC(O)=O.O.[Fe]. The product is [Cl:1][C:2]1[N:3]=[CH:4][C:5]([NH2:15])=[C:6]([N:8]2[CH2:13][CH2:12][N:11]([CH3:14])[CH2:10][CH2:9]2)[CH:7]=1. The yield is 0.990. (4) The reactants are [CH:1](NC(C)C)([CH3:3])[CH3:2].[CH2:8]([Li])[CH2:9][CH2:10][CH3:11].[Cl:13][C:14]1[CH:19]=[CH:18][CH:17]=[CH:16][C:15]=1[CH2:20][O:21][C:22]1[C:27]([O:28][CH2:29][C:30]2[CH:35]=[CH:34][CH:33]=[CH:32][C:31]=2[Cl:36])=[CH:26][CH:25]=[CH:24][C:23]=1CC(O)=O.[CH2:41]=[O:42].CC[O:45][C:46]([CH3:48])=[O:47]. The catalyst is C1COCC1.CN1C(=O)N(C)CCC1. The product is [Cl:13][C:14]1[CH:19]=[CH:18][CH:17]=[CH:16][C:15]=1[CH2:20][O:21][C:22]1[C:27]([O:28][CH2:29][C:30]2[CH:35]=[CH:34][CH:33]=[CH:32][C:31]=2[Cl:36])=[CH:26][CH:25]=[CH:24][C:23]=1[CH2:11][C:10]1[CH:3]=[CH:1][CH:2]=[CH:8][C:9]=1[CH:48]([CH2:41][OH:42])[C:46]([OH:45])=[O:47]. The yield is 0.610. (5) The yield is 0.110. The reactants are [NH2:1][C:2]1[NH:6][N:5]=[C:4]([CH3:7])[C:3]=1[C:8]1[S:9][C:10]2[CH:16]=[C:15]([S:17](Cl)(=[O:19])=[O:18])[CH:14]=[CH:13][C:11]=2[N:12]=1.[N:21]1[CH:26]=[CH:25][C:24]([CH2:27][NH2:28])=[CH:23][CH:22]=1.CN1CCOCC1. The product is [N:21]1[CH:26]=[CH:25][C:24]([CH2:27][NH:28][S:17]([C:15]2[CH:14]=[CH:13][C:11]3[N:12]=[C:8]([C:3]4[C:4]([CH3:7])=[N:5][NH:6][C:2]=4[NH2:1])[S:9][C:10]=3[CH:16]=2)(=[O:19])=[O:18])=[CH:23][CH:22]=1. The catalyst is CO. (6) The reactants are [OH:1][C:2]1[CH:7]=[CH:6][C:5]([NH:8][N:9]=[C:10]([CH3:16])[C:11]([O:13][CH2:14][CH3:15])=[O:12])=[C:4]([N+:17]([O-:19])=[O:18])[CH:3]=1.C(=O)([O-])[O-].[K+].[K+].CN(C)C=O.Br[CH2:32][CH2:33][CH2:34][O:35][CH3:36]. The catalyst is O. The product is [CH3:36][O:35][CH2:34][CH2:33][CH2:32][O:1][C:2]1[CH:7]=[CH:6][C:5]([NH:8][N:9]=[C:10]([CH3:16])[C:11]([O:13][CH2:14][CH3:15])=[O:12])=[C:4]([N+:17]([O-:19])=[O:18])[CH:3]=1. The yield is 0.420. (7) The reactants are [Cl:1][C:2]1[CH:3]=[C:4]([CH:8]=[C:9]([Cl:11])[CH:10]=1)[C:5](O)=O.C(N(CC)CC)C.ClC(OC[CH:24]([CH3:26])C)=O.C[NH:28][C:29](=[S:32])[NH:30][NH2:31]. The catalyst is C1COCC1. The product is [Cl:1][C:2]1[CH:3]=[C:4]([C:5]2[N:28]([CH2:24][CH3:26])[C:29]([SH:32])=[N:30][N:31]=2)[CH:8]=[C:9]([Cl:11])[CH:10]=1. The yield is 0.0850. (8) The reactants are Br[C:2]1[CH:11]=[N:10][CH:9]=[C:8]2[C:3]=1[CH:4]=[C:5]([C:12]([NH2:14])=[O:13])[CH:6]=[N:7]2.[F:15][C:16]1[CH:21]=[CH:20][CH:19]=[CH:18][C:17]=1B(O)O.C(=O)([O-])[O-].[Cs+].[Cs+]. The catalyst is O1CCOCC1.O.C1(P([C-]2C=CC=C2)C2C=CC=CC=2)C=CC=CC=1.[C-]1(P(C2C=CC=CC=2)C2C=CC=CC=2)C=CC=C1.[Fe+2].[Pd](Cl)Cl. The product is [F:15][C:16]1[CH:21]=[CH:20][CH:19]=[CH:18][C:17]=1[C:2]1[CH:11]=[N:10][CH:9]=[C:8]2[C:3]=1[CH:4]=[C:5]([C:12]([NH2:14])=[O:13])[CH:6]=[N:7]2. The yield is 0.940. (9) The reactants are C([N:8]1[CH2:30][CH2:29][C:11]2[N:12]=[CH:13][N:14]=[C:15]([NH:16][C@@H:17]([C:19]3[CH:20]=[N:21][C:22]([C:25]([F:28])([F:27])[F:26])=[CH:23][CH:24]=3)[CH3:18])[C:10]=2[CH2:9]1)C1C=CC=CC=1. The catalyst is [Pd].CO. The product is [F:28][C:25]([F:26])([F:27])[C:22]1[N:21]=[CH:20][C:19]([C@H:17]([NH:16][C:15]2[C:10]3[CH2:9][NH:8][CH2:30][CH2:29][C:11]=3[N:12]=[CH:13][N:14]=2)[CH3:18])=[CH:24][CH:23]=1. The yield is 0.980.